Dataset: Reaction yield outcomes from USPTO patents with 853,638 reactions. Task: Predict the reaction yield, written as a fraction of the theoretical maximum amount of product (1.0 means a 100% yield; for example, 0.34 means a 34% yield). (1) The reactants are C(Cl)(=O)C(Cl)=O.CS(C)=O.[OH:11][CH2:12][C@@H:13]1[CH2:17][CH:16]([CH3:18])[CH2:15][N:14]1[C:19]([O:21][C:22]([CH3:25])([CH3:24])[CH3:23])=[O:20].CCN(C(C)C)C(C)C.Cl. The catalyst is C(Cl)Cl. The product is [CH:12]([C@@H:13]1[CH2:17][CH:16]([CH3:18])[CH2:15][N:14]1[C:19]([O:21][C:22]([CH3:23])([CH3:25])[CH3:24])=[O:20])=[O:11]. The yield is 0.850. (2) The reactants are [ClH:1].N[C:3]1[CH:4]=[CH:5][C:6]2[NH:11][C:10](=[O:12])[CH2:9][O:8][C:7]=2[CH:13]=1.N([O-])=O.[Na+].[S:18](=[O:20])=[O:19]. The catalyst is C(#N)C.O.O.O.[Cu](Cl)Cl.C(O)(=O)C. The product is [O:12]=[C:10]1[CH2:9][O:8][C:7]2[CH:13]=[C:3]([S:18]([Cl:1])(=[O:20])=[O:19])[CH:4]=[CH:5][C:6]=2[NH:11]1. The yield is 0.110. (3) The reactants are [O:1]1[CH:5]=[CH:4][CH:3]=[C:2]1[C:6]1[CH:7]=[C:8]([C:11]([OH:13])=O)[NH:9][N:10]=1.[NH2:14][C@@H:15]([CH3:31])[CH2:16][N:17]1[CH:21]=[CH:20][C:19]([C:22]2[CH:29]=[CH:28][C:25]([C:26]#[N:27])=[C:24]([Cl:30])[CH:23]=2)=[N:18]1. No catalyst specified. The product is [Cl:30][C:24]1[CH:23]=[C:22]([C:19]2[CH:20]=[CH:21][N:17]([CH2:16][C@@H:15]([NH:14][C:11]([C:8]3[NH:9][N:10]=[C:6]([C:2]4[O:1][CH:5]=[CH:4][CH:3]=4)[CH:7]=3)=[O:13])[CH3:31])[N:18]=2)[CH:29]=[CH:28][C:25]=1[C:26]#[N:27]. The yield is 0.170. (4) The reactants are C(O)C.[Cl:4][C:5]1[CH:10]=[CH:9][C:8]([S:11]([C:14]2[N:19]=[C:18]([CH2:20][C:21]3[CH:26]=[C:25]([F:27])[CH:24]=[CH:23][C:22]=3[F:28])[C:17]([CH:29]=[CH:30][C:31]([O:33][CH3:34])=[O:32])=[CH:16][C:15]=2[F:35])(=[O:13])=[O:12])=[CH:7][CH:6]=1. The catalyst is ClCCl. The product is [Cl:4][C:5]1[CH:6]=[CH:7][C:8]([S:11]([C:14]2[N:19]=[C:18]([CH2:20][C:21]3[CH:26]=[C:25]([F:27])[CH:24]=[CH:23][C:22]=3[F:28])[C:17]([CH2:29][CH2:30][C:31]([O:33][CH3:34])=[O:32])=[CH:16][C:15]=2[F:35])(=[O:12])=[O:13])=[CH:9][CH:10]=1. The yield is 0.990. (5) The reactants are [O:1]=[C:2]1[N:6]([C:7]2[CH:14]=[CH:13][C:10]([C:11]#[N:12])=[C:9]([C:15]([F:18])([F:17])[F:16])[CH:8]=2)[C@H:5]2[CH2:19][CH2:20][CH2:21][CH2:22][C@@H:4]2[NH:3]1.Br[C:24]1[CH:29]=[CH:28][N:27]=[C:26]([C:30]([NH:32][CH3:33])=[O:31])[CH:25]=1. No catalyst specified. The product is [C:11]([C:10]1[CH:13]=[CH:14][C:7]([N:6]2[C@H:5]3[CH2:19][CH2:20][CH2:21][CH2:22][C@@H:4]3[N:3]([C:24]3[CH:29]=[CH:28][N:27]=[C:26]([C:30]([NH:32][CH3:33])=[O:31])[CH:25]=3)[C:2]2=[O:1])=[CH:8][C:9]=1[C:15]([F:18])([F:16])[F:17])#[N:12]. The yield is 0.200.